This data is from Full USPTO retrosynthesis dataset with 1.9M reactions from patents (1976-2016). The task is: Predict the reactants needed to synthesize the given product. (1) Given the product [CH:3]1([O:7][C:9]2[CH:14]=[C:13]([O:15][CH3:16])[N:12]=[C:11]([NH2:17])[N:10]=2)[CH2:6][CH2:5][CH2:4]1, predict the reactants needed to synthesize it. The reactants are: [H-].[Na+].[CH:3]1([OH:7])[CH2:6][CH2:5][CH2:4]1.Cl[C:9]1[CH:14]=[C:13]([O:15][CH3:16])[N:12]=[C:11]([NH2:17])[N:10]=1.O. (2) Given the product [Cl:1][CH2:2][C:3]([C:16]1[CH:15]=[CH:14][C:13]([F:12])=[CH:18][C:17]=1[F:19])([OH:11])[CH:4]([OH:6])[CH3:5], predict the reactants needed to synthesize it. The reactants are: [Cl:1][CH2:2][C:3](=[O:11])[C@H:4]([O:6][Si](C)(C)C)[CH3:5].[F:12][C:13]1[CH:18]=[C:17]([F:19])[CH:16]=[CH:15][C:14]=1[Mg]Br.[Cl-].[NH4+].O. (3) Given the product [O:1]=[C:2]1[C:10]2[C:5](=[CH:6][C:7]([C:11]3[O:12][C:15](=[O:16])[S:17][N:13]=3)=[CH:8][CH:9]=2)[CH2:4][O:3]1, predict the reactants needed to synthesize it. The reactants are: [O:1]=[C:2]1[C:10]2[C:5](=[CH:6][C:7]([C:11]([NH2:13])=[O:12])=[CH:8][CH:9]=2)[CH2:4][O:3]1.Cl[C:15]([S:17]Cl)=[O:16]. (4) Given the product [NH2:9][C:8]1[C:7]2[C:6]([C:10]3[CH:15]=[CH:14][CH:13]=[CH:12][C:11]=3[O:16][CH2:17][C:18]3[CH:23]=[CH:22][CH:21]=[CH:20][CH:19]=3)=[N:5][C:4]([NH:24][CH:25]3[CH2:27][CH2:26]3)=[N:3][C:2]=2[S:28][C:29]=1[C:30]([NH2:32])=[O:31], predict the reactants needed to synthesize it. The reactants are: Cl[C:2]1[C:7]([C:8]#[N:9])=[C:6]([C:10]2[CH:15]=[CH:14][CH:13]=[CH:12][C:11]=2[O:16][CH2:17][C:18]2[CH:23]=[CH:22][CH:21]=[CH:20][CH:19]=2)[N:5]=[C:4]([NH:24][CH:25]2[CH2:27][CH2:26]2)[N:3]=1.[SH:28][CH2:29][C:30]([NH2:32])=[O:31].C([O-])([O-])=O.[Na+].[Na+].CC[O-].[Na+]. (5) Given the product [Cl:15][C:16]1[N:21]=[C:20]([O:8][C:5]2[CH:6]=[CH:7][C:2]([F:1])=[CH:3][CH:4]=2)[CH:19]=[CH:18][N:17]=1, predict the reactants needed to synthesize it. The reactants are: [F:1][C:2]1[CH:7]=[CH:6][C:5]([OH:8])=[CH:4][CH:3]=1.CC(C)([O-])C.[K+].[Cl:15][C:16]1[N:21]=[C:20](Cl)[CH:19]=[CH:18][N:17]=1. (6) Given the product [Cl:1][C:2]1[CH:7]=[C:6]2[NH:8][C:9](=[O:32])[C:10]3([CH:15]([C:16]4[CH:21]=[CH:20][CH:19]=[C:18]([Cl:22])[CH:17]=4)[CH2:14][C:13](=[S:42])[NH:12][CH:11]3[C:24]3[CH:29]=[CH:28][C:27]([F:30])=[C:26]([F:31])[CH:25]=3)[C:5]2=[CH:4][CH:3]=1, predict the reactants needed to synthesize it. The reactants are: [Cl:1][C:2]1[CH:7]=[C:6]2[NH:8][C:9](=[O:32])[C:10]3([CH:15]([C:16]4[CH:21]=[CH:20][CH:19]=[C:18]([Cl:22])[CH:17]=4)[CH2:14][C:13](=O)[NH:12][CH:11]3[C:24]3[CH:29]=[CH:28][C:27]([F:30])=[C:26]([F:31])[CH:25]=3)[C:5]2=[CH:4][CH:3]=1.COC1C=CC(P2(=S)SP(=S)(C3C=CC(OC)=CC=3)[S:42]2)=CC=1. (7) Given the product [CH3:29][C:19]1[N:18]=[C:17]([C:15]([N:9]2[C@H:8]([CH2:7][OH:6])[CH2:14][C@@H:13]3[C@@H:11]([CH2:12]3)[CH2:10]2)=[O:16])[C:22]([C:23]2[CH:24]=[CH:25][CH:26]=[CH:27][CH:28]=2)=[CH:21][CH:20]=1, predict the reactants needed to synthesize it. The reactants are: CC([Si](C1C=CC=CC=1)(C1C=CC=CC=1)[O:6][CH2:7][C@@H:8]1[CH2:14][C@@H:13]2[C@@H:11]([CH2:12]2)[CH2:10][N:9]1[C:15]([C:17]1[C:22]([C:23]2[CH:28]=[CH:27][CH:26]=[CH:25][CH:24]=2)=[CH:21][CH:20]=[C:19]([CH3:29])[N:18]=1)=[O:16])(C)C.CCCC[N+](CCCC)(CCCC)CCCC.[F-].C([O-])(O)=O.[Na+]. (8) The reactants are: [Na].[CH3:2][C@@:3]1([C:10]2[CH:15]=[CH:14][C:13]([O:16][C@H:17]3[CH2:22][CH2:21][CH2:20][CH2:19][O:18]3)=[CH:12][CH:11]=2)[C:7](=[O:8])[NH:6][C:5](=[O:9])[NH:4]1.[I-].[K+].Cl[CH2:26][C:27]([O:29][CH3:30])=[O:28]. Given the product [CH3:2][C@@:3]1([C:10]2[CH:11]=[CH:12][C:13]([O:16][C@H:17]3[CH2:22][CH2:21][CH2:20][CH2:19][O:18]3)=[CH:14][CH:15]=2)[C:7](=[O:8])[N:6]([CH2:26][C:27]([O:29][CH3:30])=[O:28])[C:5](=[O:9])[NH:4]1, predict the reactants needed to synthesize it. (9) Given the product [Br:28][C:25]1[CH:26]=[CH:27][C:22]([NH:21][C:20]2[C:5]([C:3]([OH:4])=[O:2])=[CH:6][C:7]3[N:11]([CH2:12][CH:13]4[CH2:18][CH2:17][CH2:16][CH2:15][O:14]4)[CH:10]=[N:9][C:8]=3[C:19]=2[F:30])=[C:23]([Cl:29])[CH:24]=1, predict the reactants needed to synthesize it. The reactants are: C[O:2][C:3]([C:5]1[C:20]([NH:21][C:22]2[CH:27]=[CH:26][C:25]([Br:28])=[CH:24][C:23]=2[Cl:29])=[C:19]([F:30])[C:8]2[N:9]=[CH:10][N:11]([CH2:12][CH:13]3[CH2:18][CH2:17][CH2:16][CH2:15][O:14]3)[C:7]=2[CH:6]=1)=[O:4].O1CCCC1.O.[Li+].[OH-].